Dataset: Reaction yield outcomes from USPTO patents with 853,638 reactions. Task: Predict the reaction yield, written as a fraction of the theoretical maximum amount of product (1.0 means a 100% yield; for example, 0.34 means a 34% yield). (1) The reactants are C(OC(=O)[NH:10][C:11]1[CH:16]=[C:15]([C:17]2[CH:25]=[CH:24][CH:23]=[C:22]3[C:18]=2[CH:19]=[CH:20][N:21]3[Si](C(C)C)(C(C)C)C(C)C)[CH:14]=[C:13]([C:36]([C:38]2[CH:39]=[N:40][CH:41]=[CH:42][CH:43]=2)=[O:37])[CH:12]=1)C1C=CC=CC=1. The catalyst is [OH-].[K+].CO.O.O. The product is [NH2:10][C:11]1[CH:12]=[C:13]([C:36]([C:38]2[CH:39]=[N:40][CH:41]=[CH:42][CH:43]=2)=[O:37])[CH:14]=[C:15]([C:17]2[CH:25]=[CH:24][CH:23]=[C:22]3[C:18]=2[CH:19]=[CH:20][NH:21]3)[CH:16]=1. The yield is 0.570. (2) The reactants are CC(C)([O-])C.[Na+].[CH3:7][O:8][C:9]1[C:17]2[O:16][C:15]([CH3:19])([CH3:18])[CH2:14][C:13]=2[C:12]([CH3:20])=[C:11]([N:21]2[CH2:26][CH2:25][NH:24][CH2:23][CH2:22]2)[C:10]=1[CH3:27].Br[C:29]1[CH:34]=[CH:33][C:32]([O:35][CH2:36][CH3:37])=[CH:31][CH:30]=1.C1C=CC(P(C2C(C3C(P(C4C=CC=CC=4)C4C=CC=CC=4)=CC=C4C=3C=CC=C4)=C3C(C=CC=C3)=CC=2)C2C=CC=CC=2)=CC=1. The catalyst is C([O-])(=O)C.[Pd+2].C([O-])(=O)C.C(OCC)(=O)C.C1(C)C=CC=CC=1. The product is [CH2:36]([O:35][C:32]1[CH:33]=[CH:34][C:29]([N:24]2[CH2:25][CH2:26][N:21]([C:11]3[C:10]([CH3:27])=[C:9]([O:8][CH3:7])[C:17]4[O:16][C:15]([CH3:19])([CH3:18])[CH2:14][C:13]=4[C:12]=3[CH3:20])[CH2:22][CH2:23]2)=[CH:30][CH:31]=1)[CH3:37]. The yield is 0.220. (3) The reactants are [O:1]=[C:2]1[CH2:7][CH2:6][CH:5]([C:8]([O:10][CH3:11])=[O:9])[CH:4]([C:12]([O:14][CH3:15])=[O:13])[CH2:3]1.P([O-])([O-])([O-])=O.[OH-].[Na+]. No catalyst specified. The product is [O:1]=[C:2]1[CH2:7][CH2:6][C@@H:5]([C:8]([O:10][CH3:11])=[O:9])[C@H:4]([C:12]([O:14][CH3:15])=[O:13])[CH2:3]1. The yield is 0.340. (4) The reactants are [CH3:1][O:2][C:3]1[CH:8]=[CH:7][C:6]([S:9][C:10]([CH3:16])([CH3:15])[CH2:11][C:12]([OH:14])=O)=[CH:5][CH:4]=1.C(Cl)(=O)C(Cl)=O.Cl[Sn](Cl)(Cl)Cl. The catalyst is C1C=CC=CC=1.C(Cl)Cl. The product is [CH3:1][O:2][C:3]1[CH:4]=[C:5]2[C:6](=[CH:7][CH:8]=1)[S:9][C:10]([CH3:16])([CH3:15])[CH2:11][C:12]2=[O:14]. The yield is 0.780. (5) The reactants are [Br:1][C:2]1[CH:8]=[C:7]([N+:9]([O-])=O)[C:5]([NH2:6])=[C:4]([F:12])[CH:3]=1.[Cl-].[NH4+]. The catalyst is C1COCC1.CCO.O.[Fe]. The product is [Br:1][C:2]1[CH:8]=[C:7]([NH2:9])[C:5]([NH2:6])=[C:4]([F:12])[CH:3]=1. The yield is 0.990. (6) The reactants are C[N:2]1[C:7](=[O:8])[C:6]2=[C:9]([S:26][CH3:27])[N:10]([CH2:12][C:13]3[CH:18]=[CH:17][C:16]([C:19]4[CH:24]=[CH:23][CH:22]=[C:21]([F:25])[N:20]=4)=[CH:15][CH:14]=3)[N:11]=[C:5]2[N:4]2[C@H:28]3[CH2:33][CH2:32][CH2:31][C@H:29]3[N:30]=[C:3]12.P12(SP3(SP(SP(S3)(S1)=S)(=S)S2)=S)=S.N. The catalyst is CO. The product is [CH3:27][S:26][C:9]1[N:10]([CH2:12][C:13]2[CH:18]=[CH:17][C:16]([C:19]3[CH:24]=[CH:23][CH:22]=[C:21]([F:25])[N:20]=3)=[CH:15][CH:14]=2)[N:11]=[C:5]2[N:4]3[C@H:28]4[CH2:33][CH2:32][CH2:31][C@H:29]4[N:30]=[C:3]3[NH:2][C:7](=[O:8])[C:6]=12. The yield is 0.440. (7) The reactants are [C:1]([O:5][C:6]([NH:8][C@@H:9]([CH2:13][NH2:14])[C:10]([OH:12])=[O:11])=[O:7])([CH3:4])([CH3:3])[CH3:2].S(Cl)([C:18]1[CH:26]=[CH:25][C:21]([N+:22]([O-:24])=[O:23])=[CH:20][CH:19]=1)(=O)=O.[OH:28][S:29](O)(=O)=[O:30]. The catalyst is C1COCC1.[OH-].[Na+].O. The product is [C:1]([O:5][C:6]([NH:8][C@@H:9]([CH2:13][NH:14][S:29]([C:20]1[CH:19]=[CH:18][CH:26]=[CH:25][C:21]=1[N+:22]([O-:24])=[O:23])(=[O:30])=[O:28])[C:10]([OH:12])=[O:11])=[O:7])([CH3:4])([CH3:3])[CH3:2]. The yield is 0.700.